From a dataset of Full USPTO retrosynthesis dataset with 1.9M reactions from patents (1976-2016). Predict the reactants needed to synthesize the given product. (1) Given the product [O:1]1[C:5]2[CH:6]=[CH:7][C:8]([C:10]3([C:13]([NH:15][C:16]4[CH:17]=[N:18][C:19]([CH3:23])=[C:20]([C:4]5[CH:9]=[CH:8][CH:7]=[CH:6][CH:5]=5)[CH:21]=4)=[O:14])[CH2:12][CH2:11]3)=[CH:9][C:4]=2[O:3][CH2:2]1, predict the reactants needed to synthesize it. The reactants are: [O:1]1[C:5]2[CH:6]=[CH:7][C:8]([C:10]3([C:13]([NH:15][C:16]4[CH:17]=[N:18][C:19]([CH3:23])=[C:20](Br)[CH:21]=4)=[O:14])[CH2:12][CH2:11]3)=[CH:9][C:4]=2[O:3][CH2:2]1.C(=O)([O-])[O-].[K+].[K+]. (2) Given the product [CH2:1]([NH:3][C:4](=[O:22])[NH:5][C:6]1[CH:17]=[CH:16][C:15]([C:18]([F:20])([F:19])[F:21])=[CH:14][C:7]=1[C:8]([OH:10])=[O:9])[CH3:2], predict the reactants needed to synthesize it. The reactants are: [CH2:1]([NH:3][C:4](=[O:22])[NH:5][C:6]1[CH:17]=[CH:16][C:15]([C:18]([F:21])([F:20])[F:19])=[CH:14][C:7]=1[C:8]([O:10]CC=C)=[O:9])[CH3:2].N1CCCC1. (3) The reactants are: C(O[C:4]([C:6]1[CH:7]=[N:8][C:9]2[C:14]([C:15]=1[NH:16][CH:17]1[CH2:21][CH2:20][CH2:19][CH2:18]1)=[CH:13][CH:12]=[CH:11][C:10]=2[O:22][CH3:23])=[O:5])C.[N:24]([C:27]1[CH:32]=[C:31]([CH3:33])[CH:30]=[CH:29][C:28]=1[CH3:34])=[C:25]=[O:26]. Given the product [CH:17]1([N:16]2[C:15]3[C:14]4[CH:13]=[CH:12][CH:11]=[C:10]([O:22][CH3:23])[C:9]=4[N:8]=[CH:7][C:6]=3[C:4](=[O:5])[N:24]([C:27]3[CH:32]=[C:31]([CH3:33])[CH:30]=[CH:29][C:28]=3[CH3:34])[C:25]2=[O:26])[CH2:18][CH2:19][CH2:20][CH2:21]1, predict the reactants needed to synthesize it. (4) Given the product [C:1]([C:5]1[N:9]=[CH:8][NH:7][C:6]=1[CH:10]=[O:11])([CH3:4])([CH3:2])[CH3:3], predict the reactants needed to synthesize it. The reactants are: [C:1]([C:5]1[N:9]=[CH:8][NH:7][C:6]=1[CH2:10][OH:11])([CH3:4])([CH3:3])[CH3:2]. (5) Given the product [CH3:1][C:2]1[C:3]([C@H:8]2[CH2:13][CH2:12][CH2:11][C@@H:10]([C:14]3[C:19]([CH3:20])=[CH:18][CH:17]=[CH:16][N:15]=3)[N:9]2[CH2:23][C:24]2[CH:29]=[CH:28][CH:27]=[CH:26][N:25]=2)=[N:4][CH:5]=[CH:6][CH:7]=1, predict the reactants needed to synthesize it. The reactants are: [CH3:1][C:2]1[C:3]([C@H:8]2[CH2:13][CH2:12][CH2:11][C@@H:10]([C:14]3[C:19]([CH3:20])=[CH:18][CH:17]=[CH:16][N:15]=3)[NH:9]2)=[N:4][CH:5]=[CH:6][CH:7]=1.Br.Br[CH2:23][C:24]1[CH:29]=[CH:28][CH:27]=[CH:26][N:25]=1.CCN(C(C)C)C(C)C.